This data is from NCI-60 drug combinations with 297,098 pairs across 59 cell lines. The task is: Regression. Given two drug SMILES strings and cell line genomic features, predict the synergy score measuring deviation from expected non-interaction effect. (1) Drug 1: COC1=CC(=CC(=C1O)OC)C2C3C(COC3=O)C(C4=CC5=C(C=C24)OCO5)OC6C(C(C7C(O6)COC(O7)C8=CC=CS8)O)O. Drug 2: CC1CCC2CC(C(=CC=CC=CC(CC(C(=O)C(C(C(=CC(C(=O)CC(OC(=O)C3CCCCN3C(=O)C(=O)C1(O2)O)C(C)CC4CCC(C(C4)OC)OCCO)C)C)O)OC)C)C)C)OC. Cell line: PC-3. Synergy scores: CSS=41.0, Synergy_ZIP=-6.00, Synergy_Bliss=-3.11, Synergy_Loewe=1.35, Synergy_HSA=2.87. (2) Drug 1: CC1=C(C(=CC=C1)Cl)NC(=O)C2=CN=C(S2)NC3=CC(=NC(=N3)C)N4CCN(CC4)CCO. Drug 2: C1=NNC2=C1C(=O)NC=N2. Cell line: A498. Synergy scores: CSS=5.75, Synergy_ZIP=-1.96, Synergy_Bliss=-0.840, Synergy_Loewe=-18.7, Synergy_HSA=-0.811. (3) Drug 1: C1=C(C(=O)NC(=O)N1)F. Drug 2: CC1CCC2CC(C(=CC=CC=CC(CC(C(=O)C(C(C(=CC(C(=O)CC(OC(=O)C3CCCCN3C(=O)C(=O)C1(O2)O)C(C)CC4CCC(C(C4)OC)OCCO)C)C)O)OC)C)C)C)OC. Cell line: 786-0. Synergy scores: CSS=33.2, Synergy_ZIP=-5.66, Synergy_Bliss=-5.15, Synergy_Loewe=2.39, Synergy_HSA=2.99. (4) Drug 1: C1CCC(C1)C(CC#N)N2C=C(C=N2)C3=C4C=CNC4=NC=N3. Drug 2: CC1=C2C(C(=O)C3(C(CC4C(C3C(C(C2(C)C)(CC1OC(=O)C(C(C5=CC=CC=C5)NC(=O)OC(C)(C)C)O)O)OC(=O)C6=CC=CC=C6)(CO4)OC(=O)C)OC)C)OC. Cell line: TK-10. Synergy scores: CSS=61.2, Synergy_ZIP=10.1, Synergy_Bliss=10.5, Synergy_Loewe=-5.72, Synergy_HSA=12.6.